From a dataset of Peptide-MHC class I binding affinity with 185,985 pairs from IEDB/IMGT. Regression. Given a peptide amino acid sequence and an MHC pseudo amino acid sequence, predict their binding affinity value. This is MHC class I binding data. The peptide sequence is RRDNRRGL. The MHC is HLA-B27:05 with pseudo-sequence HLA-B27:05. The binding affinity (normalized) is 0.431.